Dataset: NCI-60 drug combinations with 297,098 pairs across 59 cell lines. Task: Regression. Given two drug SMILES strings and cell line genomic features, predict the synergy score measuring deviation from expected non-interaction effect. (1) Drug 2: C1=NNC2=C1C(=O)NC=N2. Cell line: RXF 393. Drug 1: CCC1=CC2CC(C3=C(CN(C2)C1)C4=CC=CC=C4N3)(C5=C(C=C6C(=C5)C78CCN9C7C(C=CC9)(C(C(C8N6C)(C(=O)OC)O)OC(=O)C)CC)OC)C(=O)OC.C(C(C(=O)O)O)(C(=O)O)O. Synergy scores: CSS=26.1, Synergy_ZIP=-0.231, Synergy_Bliss=1.96, Synergy_Loewe=-26.0, Synergy_HSA=3.49. (2) Drug 1: C1=CC(=CC=C1CCCC(=O)O)N(CCCl)CCCl. Cell line: MALME-3M. Drug 2: CC12CCC3C(C1CCC2O)C(CC4=C3C=CC(=C4)O)CCCCCCCCCS(=O)CCCC(C(F)(F)F)(F)F. Synergy scores: CSS=-1.72, Synergy_ZIP=-6.17, Synergy_Bliss=-5.11, Synergy_Loewe=-5.95, Synergy_HSA=-5.45. (3) Drug 1: CC=C1C(=O)NC(C(=O)OC2CC(=O)NC(C(=O)NC(CSSCCC=C2)C(=O)N1)C(C)C)C(C)C. Drug 2: C(CC(=O)O)C(=O)CN.Cl. Cell line: OVCAR-4. Synergy scores: CSS=31.2, Synergy_ZIP=1.23, Synergy_Bliss=3.01, Synergy_Loewe=-24.3, Synergy_HSA=1.52.